This data is from Peptide-MHC class II binding affinity with 134,281 pairs from IEDB. The task is: Regression. Given a peptide amino acid sequence and an MHC pseudo amino acid sequence, predict their binding affinity value. This is MHC class II binding data. (1) The peptide sequence is SQDLEASWNLNGLQAY. The MHC is DRB1_1302 with pseudo-sequence DRB1_1302. The binding affinity (normalized) is 0.546. (2) The peptide sequence is LQIIDKIDAAFKVAA. The MHC is DRB1_0405 with pseudo-sequence DRB1_0405. The binding affinity (normalized) is 0.414. (3) The peptide sequence is AAVDKDAVIVAAAGN. The MHC is DRB3_0202 with pseudo-sequence DRB3_0202. The binding affinity (normalized) is 0.0482.